From a dataset of Reaction yield outcomes from USPTO patents with 853,638 reactions. Predict the reaction yield, written as a fraction of the theoretical maximum amount of product (1.0 means a 100% yield; for example, 0.34 means a 34% yield). (1) The reactants are [N:1]12[CH2:7][C:4]([C:8]([C:16]3[CH:21]=[CH:20][CH:19]=[CH:18][CH:17]=3)([C:10]3[CH:15]=[CH:14][CH:13]=[CH:12][CH:11]=3)[OH:9])([CH2:5][CH2:6]1)[CH2:3][CH2:2]2.[Br:22]C[C:24]1[CH:29]=[CH:28][C:27]([N+:30]([O-:32])=[O:31])=[CH:26][CH:25]=1. The catalyst is CC#N. The product is [Br-:22].[OH:9][C:8]([C:16]1[CH:21]=[CH:20][CH:19]=[CH:18][CH:17]=1)([C:10]1[CH:15]=[CH:14][CH:13]=[CH:12][CH:11]=1)[C:4]12[CH2:7][N+:1]([CH2:3][CH2:4][CH2:8][O:9][C:24]3[CH:25]=[CH:26][C:27]([N+:30]([O-:32])=[O:31])=[CH:28][CH:29]=3)([CH2:6][CH2:5]1)[CH2:2][CH2:3]2. The yield is 0.510. (2) The reactants are [Br:1]Br.N1C=CN=C1.C1(P(C2C=CC=CC=2)C2C=CC=CC=2)C=CC=CC=1.O[CH2:28][C:29]1[S:33][C:32]([C:34]([O:36][CH3:37])=[O:35])=[CH:31][CH:30]=1. The catalyst is C(Cl)Cl. The product is [Br:1][CH2:28][C:29]1[S:33][C:32]([C:34]([O:36][CH3:37])=[O:35])=[CH:31][CH:30]=1. The yield is 0.950. (3) The catalyst is C1COCC1. The reactants are [C:1]1(=[O:7])[CH2:6][CH2:5][CH2:4][CH2:3][CH2:2]1.[Li+].[CH3:9][CH:10]([N-]C(C)C)[CH3:11].ICCC. The yield is 0.0800. The product is [CH2:9]([CH:2]1[CH2:3][CH2:4][CH2:5][CH2:6][C:1]1=[O:7])[CH2:10][CH3:11]. (4) The reactants are COC1C=CC(C[N:8]2[C:12]3=[N:13][CH:14]=[CH:15][C:16]([O:17][C:18]4[CH:23]=[CH:22][C:21]([NH:24][C:25]([C:27]5[C:28](=[O:40])[N:29]([C:33]6[CH:38]=[CH:37][C:36]([F:39])=[CH:35][CH:34]=6)[N:30]=[CH:31][CH:32]=5)=[O:26])=[CH:20][C:19]=4[F:41])=[C:11]3[C:10]([C:42]3[CH:43]=[N:44][N:45]([CH3:47])[CH:46]=3)=[N:9]2)=CC=1.C(O)(C(F)(F)F)=O. No catalyst specified. The product is [F:41][C:19]1[CH:20]=[C:21]([NH:24][C:25]([C:27]2[C:28](=[O:40])[N:29]([C:33]3[CH:34]=[CH:35][C:36]([F:39])=[CH:37][CH:38]=3)[N:30]=[CH:31][CH:32]=2)=[O:26])[CH:22]=[CH:23][C:18]=1[O:17][C:16]1[CH:15]=[CH:14][N:13]=[C:12]2[NH:8][N:9]=[C:10]([C:42]3[CH:43]=[N:44][N:45]([CH3:47])[CH:46]=3)[C:11]=12. The yield is 0.580. (5) The reactants are [CH3:1][C:2]1[NH:3][C:4](=[O:26])[C:5]([CH2:11][C:12]2[CH:17]=[CH:16][C:15]([C:18]3[C:19]([C:24]#[N:25])=[CH:20][CH:21]=[CH:22][CH:23]=3)=[CH:14][CH:13]=2)=[C:6]([CH2:8][CH2:9][CH3:10])[N:7]=1.[CH3:27][C:28]1([CH3:41])[CH:37]=[CH:36][C:35]2[C:30](=[CH:31][CH:32]=[C:33](B(O)O)[CH:34]=2)[O:29]1.N1C=CC=CC=1.C(N(CC)CC)C. The catalyst is C(OCC)(=O)C.C([O-])(=O)C.[Cu+2].C([O-])(=O)C.ClCCl. The product is [CH3:27][C:28]1([CH3:41])[CH:37]=[CH:36][C:35]2[C:30](=[CH:31][CH:32]=[C:33]([N:3]3[C:4](=[O:26])[C:5]([CH2:11][C:12]4[CH:17]=[CH:16][C:15]([C:18]5[C:19]([C:24]#[N:25])=[CH:20][CH:21]=[CH:22][CH:23]=5)=[CH:14][CH:13]=4)=[C:6]([CH2:8][CH2:9][CH3:10])[N:7]=[C:2]3[CH3:1])[CH:34]=2)[O:29]1. The yield is 0.510.